Dataset: Reaction yield outcomes from USPTO patents with 853,638 reactions. Task: Predict the reaction yield, written as a fraction of the theoretical maximum amount of product (1.0 means a 100% yield; for example, 0.34 means a 34% yield). (1) The reactants are Cl[C:2]1[C:3]2[N:10]=[C:9]([CH2:11][C:12]3[C:17]([Cl:18])=[CH:16][CH:15]=[CH:14][C:13]=3[Cl:19])[S:8][C:4]=2[N:5]=[CH:6][N:7]=1.[F:20][C:21]([F:29])([F:28])[C:22]1[S:26][C:25]([NH2:27])=[N:24][N:23]=1.[H-].[Na+].O. The catalyst is CN(C=O)C. The product is [Cl:19][C:13]1[CH:14]=[CH:15][CH:16]=[C:17]([Cl:18])[C:12]=1[CH2:11][C:9]1[S:8][C:4]2[N:5]=[CH:6][N:7]=[C:2]([NH:27][C:25]3[S:26][C:22]([C:21]([F:29])([F:28])[F:20])=[N:23][N:24]=3)[C:3]=2[N:10]=1. The yield is 0.410. (2) The reactants are Cl[CH2:2][CH2:3][CH2:4][N:5]1[C:14]2[C:9](=[CH:10][C:11]([F:15])=[CH:12][CH:13]=2)[CH2:8][CH2:7][C:6]1=[O:16].[CH2:17]([CH:21]1[CH2:26][CH2:25][NH:24][CH2:23][CH2:22]1)[CH2:18][CH2:19][CH3:20].C([O-])([O-])=O.[K+].[K+]. The catalyst is CC#N. The product is [CH2:17]([CH:21]1[CH2:26][CH2:25][N:24]([CH2:2][CH2:3][CH2:4][N:5]2[C:14]3[C:9](=[CH:10][C:11]([F:15])=[CH:12][CH:13]=3)[CH2:8][CH2:7][C:6]2=[O:16])[CH2:23][CH2:22]1)[CH2:18][CH2:19][CH3:20]. The yield is 0.700. (3) The reactants are [CH3:1][N:2]1[CH:6]=[C:5]([CH:7]=O)[CH:4]=[N:3]1.[NH:9]1[CH:13]=[CH:12][CH:11]=[CH:10]1. The catalyst is C(O)(=O)CC. The product is [CH3:1][N:2]1[CH:6]=[C:5]([C:7]2[C:13]3[NH:9][C:10]([C:7]([C:5]4[CH:4]=[N:3][N:2]([CH3:1])[CH:6]=4)=[C:10]4[N:9]=[C:13]([C:7]([C:5]5[CH:4]=[N:3][N:2]([CH3:1])[CH:6]=5)=[C:10]5[NH:9][C:13](=[C:7]([C:5]6[CH:4]=[N:3][N:2]([CH3:1])[CH:6]=6)[C:10]6[CH:11]=[CH:12][C:13]=2[N:9]=6)[CH:12]=[CH:11]5)[CH:12]=[CH:11]4)=[CH:11][CH:12]=3)[CH:4]=[N:3]1. The yield is 0.175. (4) The reactants are [CH:1]([NH:4][C:5]1[CH:10]=[C:9]([N:11]2[CH2:17][CH:16]3[O:18][CH:13]([CH2:14][CH2:15]3)[CH2:12]2)[N:8]=[C:7]([C:19]2[CH:24]=[CH:23][C:22]([N+:25]([O-])=O)=[CH:21][CH:20]=2)[N:6]=1)([CH3:3])[CH3:2]. The catalyst is CC(O)C.ClCCl.[Pd]. The product is [NH2:25][C:22]1[CH:21]=[CH:20][C:19]([C:7]2[N:6]=[C:5]([NH:4][CH:1]([CH3:3])[CH3:2])[CH:10]=[C:9]([N:11]3[CH2:12][CH:13]4[O:18][CH:16]([CH2:15][CH2:14]4)[CH2:17]3)[N:8]=2)=[CH:24][CH:23]=1. The yield is 1.00. (5) The reactants are Br[C:2]1[CH:3]=[C:4]([CH:14]=[CH:15][CH:16]=1)[NH:5][CH2:6][CH2:7][C:8]1[CH:13]=[CH:12][CH:11]=[CH:10][CH:9]=1.[B:17]1([B:17]2[O:21][C:20]([CH3:23])([CH3:22])[C:19]([CH3:25])([CH3:24])[O:18]2)[O:21][C:20]([CH3:23])([CH3:22])[C:19]([CH3:25])([CH3:24])[O:18]1. No catalyst specified. The product is [C:8]1([CH2:7][CH2:6][NH:5][C:4]2[CH:14]=[CH:15][CH:16]=[C:2]([B:17]3[O:21][C:20]([CH3:23])([CH3:22])[C:19]([CH3:25])([CH3:24])[O:18]3)[CH:3]=2)[CH:13]=[CH:12][CH:11]=[CH:10][CH:9]=1. The yield is 0.720. (6) The reactants are [O:1]=[C:2]1[N:6]([C:7]2[CH:14]=[CH:13][C:10]([C:11]#[N:12])=[C:9]([C:15]([F:18])([F:17])[F:16])[CH:8]=2)[C@@H:5]2[CH2:19][CH2:20][CH2:21][CH2:22][C@H:4]2[NH:3]1.I[C:24]1[CH:29]=[CH:28][N:27]=[C:26]([C:30]([F:33])([F:32])[F:31])[CH:25]=1. No catalyst specified. The product is [O:1]=[C:2]1[N:6]([C:7]2[CH:14]=[CH:13][C:10]([C:11]#[N:12])=[C:9]([C:15]([F:18])([F:16])[F:17])[CH:8]=2)[C@@H:5]2[CH2:19][CH2:20][CH2:21][CH2:22][C@H:4]2[N:3]1[C:24]1[CH:29]=[CH:28][N:27]=[C:26]([C:30]([F:33])([F:32])[F:31])[CH:25]=1. The yield is 0.170. (7) The catalyst is CS(C)=O.O. The reactants are [I:1][C:2]1[CH:18]=[CH:17][C:5]2[C:6](=[O:16])[CH:7](C(OC)=O)[CH2:8][C:9](=[O:11])[NH:10][C:4]=2[CH:3]=1.Cl. The yield is 0.970. The product is [I:1][C:2]1[CH:18]=[CH:17][C:5]2[C:6](=[O:16])[CH2:7][CH2:8][C:9](=[O:11])[NH:10][C:4]=2[CH:3]=1. (8) The reactants are [Br:1][C:2]1[CH:31]=[C:30]([CH3:32])[C:5]([O:6][C:7]2[C:12]([N+:13]([O-:15])=[O:14])=[C:11](/[CH:16]=[CH:17]/[N:18]([CH3:20])[CH3:19])[N:10]=[C:9]([NH:21][C:22]3[CH:29]=[CH:28][C:25]([C:26]#[N:27])=[CH:24][CH:23]=3)[N:8]=2)=[C:4]([CH3:33])[CH:3]=1.C(=O)([O-])[O-].[K+].[K+].[CH3:40][C:41]([O:44][C:45](O[C:45]([O:44][C:41]([CH3:43])([CH3:42])[CH3:40])=[O:46])=[O:46])([CH3:43])[CH3:42]. The catalyst is CN(C)C1C=CN=CC=1.ClCCl. The product is [Br:1][C:2]1[CH:31]=[C:30]([CH3:32])[C:5]([O:6][C:7]2[C:12]([N+:13]([O-:15])=[O:14])=[C:11](/[CH:16]=[CH:17]/[N:18]([CH3:19])[CH3:20])[N:10]=[C:9]([N:21]([C:22]3[CH:29]=[CH:28][C:25]([C:26]#[N:27])=[CH:24][CH:23]=3)[C:45](=[O:46])[O:44][C:41]([CH3:43])([CH3:42])[CH3:40])[N:8]=2)=[C:4]([CH3:33])[CH:3]=1. The yield is 0.990. (9) The reactants are [F:1][C:2]1[N:7]=[CH:6][C:5]([OH:8])=[CH:4][CH:3]=1.Cl[C:10]1[C:19]2[C:14](=[CH:15][C:16]([O:22][CH3:23])=[C:17]([O:20][CH3:21])[CH:18]=2)[N:13]=[CH:12][CH:11]=1.O. The catalyst is CN(C)C1C=CN=CC=1.ClC1C=CC=CC=1Cl. The product is [F:1][C:2]1[N:7]=[CH:6][C:5]([O:8][C:10]2[C:19]3[C:14](=[CH:15][C:16]([O:22][CH3:23])=[C:17]([O:20][CH3:21])[CH:18]=3)[N:13]=[CH:12][CH:11]=2)=[CH:4][CH:3]=1. The yield is 0.760. (10) The reactants are [NH2:1][C:2]1[CH:3]=[CH:4][C:5]([C:36]2[CH:41]=[CH:40][C:39]([Cl:42])=[CH:38][CH:37]=2)=[C:6]([CH:35]=1)[CH2:7][O:8][C:9]1[CH:14]=[CH:13][C:12]([C:15]2[N:19]([CH:20]3[CH2:25][CH2:24][CH2:23][CH2:22][CH2:21]3)[C:18]3[CH:26]=[CH:27][C:28]([C:30]([O:32][CH3:33])=[O:31])=[CH:29][C:17]=3[N:16]=2)=[C:11]([F:34])[CH:10]=1.C(N(CC)CC)C.Cl[CH2:51][CH2:52][CH2:53][C:54](Cl)=[O:55].O. The catalyst is C(Cl)(Cl)Cl. The product is [Cl:42][C:39]1[CH:40]=[CH:41][C:36]([C:5]2[CH:4]=[CH:3][C:2]([N:1]3[CH2:51][CH2:52][CH2:53][C:54]3=[O:55])=[CH:35][C:6]=2[CH2:7][O:8][C:9]2[CH:14]=[CH:13][C:12]([C:15]3[N:19]([CH:20]4[CH2:25][CH2:24][CH2:23][CH2:22][CH2:21]4)[C:18]4[CH:26]=[CH:27][C:28]([C:30]([O:32][CH3:33])=[O:31])=[CH:29][C:17]=4[N:16]=3)=[C:11]([F:34])[CH:10]=2)=[CH:37][CH:38]=1. The yield is 0.890.